This data is from Forward reaction prediction with 1.9M reactions from USPTO patents (1976-2016). The task is: Predict the product of the given reaction. (1) Given the reactants [CH:1](=O)[CH2:2][CH2:3][CH3:4].[C:6]([O:10][C:11]([N:13]1[CH2:18][CH2:17][NH:16][CH2:15][CH2:14]1)=[O:12])([CH3:9])([CH3:8])[CH3:7], predict the reaction product. The product is: [C:6]([O:10][C:11]([N:13]1[CH2:18][CH2:17][N:16]([CH2:1][CH2:2][CH2:3][CH3:4])[CH2:15][CH2:14]1)=[O:12])([CH3:9])([CH3:7])[CH3:8]. (2) Given the reactants [NH2:1][NH2:2].[CH3:3][O:4][C:5]1[N:10]=[CH:9][C:8]([C:11]([C:13]2[CH:21]=[CH:20][CH:19]=[CH:18][C:14]=2[C:15](O)=[O:16])=O)=[CH:7][CH:6]=1, predict the reaction product. The product is: [CH3:3][O:4][C:5]1[N:10]=[CH:9][C:8]([C:11]2[C:13]3[C:14](=[CH:18][CH:19]=[CH:20][CH:21]=3)[C:15](=[O:16])[NH:2][N:1]=2)=[CH:7][CH:6]=1. (3) Given the reactants CC(OC(=O)[NH:7][CH2:8][CH2:9][CH2:10][CH:11]([O:17][C:18]1[CH:23]=[C:22]([Cl:24])[CH:21]=[CH:20][C:19]=1[C:25]#[N:26])[C:12]1[S:13][CH:14]=[CH:15][N:16]=1)(C)C, predict the reaction product. The product is: [ClH:24].[NH2:7][CH2:8][CH2:9][CH2:10][CH:11]([C:12]1[S:13][CH:14]=[CH:15][N:16]=1)[O:17][C:18]1[CH:23]=[C:22]([Cl:24])[CH:21]=[CH:20][C:19]=1[C:25]#[N:26]. (4) Given the reactants Cl[C:2]1[CH:11]=[CH:10][C:9]([N+:12]([O-:14])=[O:13])=[CH:8][C:3]=1[C:4]([O:6]C)=O.[SH:15][CH2:16][C:17]([O:19][CH3:20])=[O:18].C([O-])([O-])=O.[K+].[K+], predict the reaction product. The product is: [OH:6][C:4]1[C:3]2[CH:8]=[C:9]([N+:12]([O-:14])=[O:13])[CH:10]=[CH:11][C:2]=2[S:15][C:16]=1[C:17]([O:19][CH3:20])=[O:18]. (5) The product is: [Br:1][CH:2]1[CH:3]=[CH:4][C:5]([CH3:9])=[CH:6][C:7]1([O:11][CH2:16][CH2:15][Cl:14])[CH3:8]. Given the reactants [Br:1][C:2]1[C:7]([CH3:8])=[CH:6][C:5]([CH3:9])=[CH:4][C:3]=1O.[OH-:11].[Na+].O.[Cl:14][CH2:15][CH2:16]Cl, predict the reaction product. (6) Given the reactants [F:1][C:2]([F:13])([F:12])[C:3]1[N:7]2[CH2:8][CH2:9][NH:10][CH2:11][C:6]2=[N:5][N:4]=1.C([O-])([O-])=O.[K+].[K+].Br[CH2:21][CH2:22][CH2:23][Cl:24], predict the reaction product. The product is: [Cl:24][CH2:23][CH2:22][CH2:21][N:10]1[CH2:9][CH2:8][N:7]2[C:3]([C:2]([F:12])([F:1])[F:13])=[N:4][N:5]=[C:6]2[CH2:11]1. (7) The product is: [Br:1][C:2]1[CH:3]=[C:4]2[C:9](=[CH:10][CH:11]=1)[O:8][C:7]([CH3:13])([CH3:12])[C:6]1([CH2:16][O:17][CH2:14]1)[C:5]2=[CH2:18]. Given the reactants [Br:1][C:2]1[CH:3]=[C:4]2[C:9](=[CH:10][CH:11]=1)[O:8][C:7]([CH3:13])([CH3:12])[C:6]([CH2:16][OH:17])([CH2:14]O)[C:5]2=[CH2:18].CS(Cl)(=O)=O.CCN(CC)CC.[OH-].[Na+], predict the reaction product.